From a dataset of Catalyst prediction with 721,799 reactions and 888 catalyst types from USPTO. Predict which catalyst facilitates the given reaction. (1) Reactant: [C:1]([C:3]1[CH:4]=[C:5]2[N:11]=[C:10]([C:12]([C:15]3[C:23]([O:24][CH3:25])=[CH:22][C:21]([CH3:26])=[C:20]4[C:16]=3[CH:17]=[CH:18][N:19]4[C:27]([O:29][C:30]([CH3:33])([CH3:32])[CH3:31])=[O:28])([OH:14])[CH3:13])[N:9]([CH2:34][O:35][CH2:36][CH2:37][Si:38]([CH3:41])([CH3:40])[CH3:39])[C:6]2=[N:7][CH:8]=1)#[N:2].[H-].[Na+].[CH3:44]I. Product: [C:1]([C:3]1[CH:4]=[C:5]2[N:11]=[C:10]([C:12]([C:15]3[C:23]([O:24][CH3:25])=[CH:22][C:21]([CH3:26])=[C:20]4[C:16]=3[CH:17]=[CH:18][N:19]4[C:27]([O:29][C:30]([CH3:31])([CH3:32])[CH3:33])=[O:28])([O:14][CH3:44])[CH3:13])[N:9]([CH2:34][O:35][CH2:36][CH2:37][Si:38]([CH3:40])([CH3:41])[CH3:39])[C:6]2=[N:7][CH:8]=1)#[N:2]. The catalyst class is: 3. (2) Reactant: [Cl:1][C:2]1[C:7]2[S:8][CH:9]=[CH:10][C:6]=2[CH:5]=[C:4](N)[CH:3]=1.N([O-])=[O:13].[Na+]. Product: [Cl:1][C:2]1[C:7]2[S:8][CH:9]=[CH:10][C:6]=2[CH:5]=[C:4]([OH:13])[CH:3]=1. The catalyst class is: 65. (3) Reactant: [NH2:1][C:2]1[C:3]([Cl:22])=[CH:4][C:5]([F:21])=[C:6]([N:8]2[C:13](=[O:14])[CH:12]=[C:11]([C:15]([F:18])([F:17])[F:16])[N:10]([CH3:19])[C:9]2=[O:20])[CH:7]=1.C(N(CC)CC)C.[C:30](Cl)(Cl)=[S:31]. Product: [Cl:22][C:3]1[CH:4]=[C:5]([F:21])[C:6]([N:8]2[C:13](=[O:14])[CH:12]=[C:11]([C:15]([F:18])([F:17])[F:16])[N:10]([CH3:19])[C:9]2=[O:20])=[CH:7][C:2]=1[N:1]=[C:30]=[S:31]. The catalyst class is: 11. (4) Reactant: [Cl:1][C:2]1[CH:12]=[C:11]([NH:13][C@@H:14]([CH3:17])[CH2:15][F:16])[C:5]([C:6]([O:8]CC)=[O:7])=[CH:4][N:3]=1.[Li+].[OH-].O. Product: [Cl:1][C:2]1[CH:12]=[C:11]([NH:13][C@@H:14]([CH3:17])[CH2:15][F:16])[C:5]([C:6]([OH:8])=[O:7])=[CH:4][N:3]=1. The catalyst class is: 8. (5) Reactant: [CH:1]1([C:4]2[N:8]([CH3:9])[C:7]3[CH:10]=[C:11]([N:14]4[CH:19]=[CH:18][C:17]([OH:20])=[CH:16][C:15]4=[O:21])[CH:12]=[CH:13][C:6]=3[N:5]=2)[CH2:3][CH2:2]1.[F:22][C:23]1[CH:24]=[C:25]([CH2:30]O)[CH:26]=[C:27]([F:29])[CH:28]=1.C(P(CCCC)CCCC)CCC.N(C(N1CCCCC1)=O)=NC(N1CCCCC1)=O. Product: [CH:1]1([C:4]2[N:8]([CH3:9])[C:7]3[CH:10]=[C:11]([N:14]4[CH:19]=[CH:18][C:17]([O:20][CH2:30][C:25]5[CH:24]=[C:23]([F:22])[CH:28]=[C:27]([F:29])[CH:26]=5)=[CH:16][C:15]4=[O:21])[CH:12]=[CH:13][C:6]=3[N:5]=2)[CH2:2][CH2:3]1. The catalyst class is: 1. (6) Reactant: [CH3:1][C:2]([CH3:9])([CH3:8])[C:3](=O)[CH2:4][C:5]#[N:6].[NH:10]([CH2:12][CH2:13][OH:14])[NH2:11].Cl. Product: [NH2:6][C:5]1[N:10]([CH2:12][CH2:13][OH:14])[N:11]=[C:3]([C:2]([CH3:9])([CH3:8])[CH3:1])[CH:4]=1. The catalyst class is: 815. (7) Reactant: [F:1][C:2]1[CH:3]=[C:4]2[C:8](=[CH:9][CH:10]=1)/[C:7](=[CH:11]\[C:12]1[CH:17]=[C:16]([O:18][CH3:19])[C:15]([OH:20])=[C:14]([O:21][CH3:22])[CH:13]=1)/[C:6]([CH3:23])=[C:5]2[CH2:24][C:25]([NH:27][CH2:28][C:29]1[O:30][CH:31]=[CH:32][CH:33]=1)=[O:26].[CH3:34][S:35](O[S:35]([CH3:34])(=[O:37])=[O:36])(=[O:37])=[O:36]. Product: [F:1][C:2]1[CH:3]=[C:4]2[C:8](=[CH:9][CH:10]=1)/[C:7](=[CH:11]\[C:12]1[CH:13]=[C:14]([O:21][CH3:22])[C:15]([O:20][S:35]([CH3:34])(=[O:37])=[O:36])=[C:16]([O:18][CH3:19])[CH:17]=1)/[C:6]([CH3:23])=[C:5]2[CH2:24][C:25]([NH:27][CH2:28][C:29]1[O:30][CH:31]=[CH:32][CH:33]=1)=[O:26]. The catalyst class is: 17. (8) The catalyst class is: 14. Product: [CH2:18]([O:17][C:16](=[O:24])[CH2:15][C:13](=[O:14])[CH2:12][CH2:11][NH:10][C:9]([O:8][CH2:1][C:2]1[CH:7]=[CH:6][CH:5]=[CH:4][CH:3]=1)=[O:25])[CH3:22]. Reactant: [CH2:1]([O:8][C:9](=[O:25])[NH:10][CH2:11][CH2:12][C:13]([CH:15]1C(=O)O[C:18](C)([CH3:22])[O:17][C:16]1=[O:24])=[O:14])[C:2]1[CH:7]=[CH:6][CH:5]=[CH:4][CH:3]=1. (9) Reactant: [Cl:1][C:2]1[CH:3]=[C:4]([N:19]2[CH:23]=[N:22][C:21]([C:24]([N:26]([OH:41])[CH2:27][C:28]3[CH:33]=[CH:32][C:31]([O:34][C:35]4[CH:40]=[CH:39][CH:38]=[CH:37][CH:36]=4)=[CH:30][CH:29]=3)=[O:25])=[N:20]2)[CH:5]=[C:6]([Cl:18])[C:7]=1[O:8]CC1C=CC(OC)=CC=1. Product: [Cl:1][C:2]1[CH:3]=[C:4]([N:19]2[CH:23]=[N:22][C:21]([C:24]([N:26]([OH:41])[CH2:27][C:28]3[CH:29]=[CH:30][C:31]([O:34][C:35]4[CH:36]=[CH:37][CH:38]=[CH:39][CH:40]=4)=[CH:32][CH:33]=3)=[O:25])=[N:20]2)[CH:5]=[C:6]([Cl:18])[C:7]=1[OH:8]. The catalyst class is: 55.